From a dataset of Forward reaction prediction with 1.9M reactions from USPTO patents (1976-2016). Predict the product of the given reaction. (1) Given the reactants [OH:1][CH:2]1[C:11]2[CH2:10][S:9][N:8]=[C:7]([N:12]([C:20]([O:22][C:23]([CH3:26])([CH3:25])[CH3:24])=[O:21])[C:13]([O:15][C:16]([CH3:19])([CH3:18])[CH3:17])=[O:14])[C:6]3=[N:27][N:28]([CH2:30][C:31]4[C:36]([CH3:37])=[C:35]([O:38][CH3:39])[C:34]([CH3:40])=[CH:33][N:32]=4)[N:29]=[C:4]([C:5]=23)[CH2:3]1.CS(C)=O.[C:45](OC(=O)C)(=[O:47])[CH3:46], predict the reaction product. The product is: [C:45]([O:1][C:2]1[C:11]2[CH2:10][S:9][N:8]=[C:7]([N:12]([C:13]([O:15][C:16]([CH3:19])([CH3:18])[CH3:17])=[O:14])[C:20]([O:22][C:23]([CH3:26])([CH3:25])[CH3:24])=[O:21])[C:6]3=[N:27][N:28]([CH2:30][C:31]4[C:36]([CH3:37])=[C:35]([O:38][CH3:39])[C:34]([CH3:40])=[CH:33][N:32]=4)[N:29]=[C:4]([C:5]=23)[CH:3]=1)(=[O:47])[CH3:46]. (2) Given the reactants [C:1]([C:3]1[CH:8]=[CH:7][C:6]([CH:9]2[CH2:11][CH:10]2[C:12]([O:14][CH3:15])=[O:13])=[CH:5][CH:4]=1)#[CH:2].[Cl:16][C:17]1[CH:22]=[C:21](I)[CH:20]=[C:19]([Cl:24])[N:18]=1, predict the reaction product. The product is: [Cl:16][C:17]1[CH:22]=[C:21]([C:2]#[C:1][C:3]2[CH:8]=[CH:7][C:6]([CH:9]3[CH2:11][CH:10]3[C:12]([O:14][CH3:15])=[O:13])=[CH:5][CH:4]=2)[CH:20]=[C:19]([Cl:24])[N:18]=1.